Predict the reactants needed to synthesize the given product. From a dataset of Full USPTO retrosynthesis dataset with 1.9M reactions from patents (1976-2016). (1) Given the product [ClH:1].[OH:12][C:13]1[C:22]2[N:21]=[CH:20][CH:19]=[CH:18][C:17]=2[C:16]([S:23]([N:26]([CH2:28][C:29]2[CH:34]=[CH:33][CH:32]=[C:31]([O:35][CH3:36])[CH:30]=2)[CH3:27])(=[O:25])=[O:24])=[CH:15][CH:14]=1, predict the reactants needed to synthesize it. The reactants are: [ClH:1].O1CCOCC1.C([O:12][C:13]1[C:22]2[N:21]=[CH:20][CH:19]=[CH:18][C:17]=2[C:16]([S:23]([N:26]([CH2:28][C:29]2[CH:34]=[CH:33][CH:32]=[C:31]([O:35][CH3:36])[CH:30]=2)[CH3:27])(=[O:25])=[O:24])=[CH:15][CH:14]=1)(C)(C)C. (2) Given the product [CH2:13]([N:1]([CH2:13][C:14]1[CH:19]=[CH:18][CH:17]=[CH:16][CH:15]=1)[C@@H:2]([CH2:5][CH3:6])[CH2:3][OH:4])[C:14]1[CH:19]=[CH:18][CH:17]=[CH:16][CH:15]=1, predict the reactants needed to synthesize it. The reactants are: [NH2:1][C@@H:2]([CH2:5][CH3:6])[CH2:3][OH:4].C(=O)([O-])[O-].[K+].[K+].[CH2:13](Br)[C:14]1[CH:19]=[CH:18][CH:17]=[CH:16][CH:15]=1. (3) Given the product [OH:1][CH2:2][CH2:3][CH:4]1[C:9](=[O:10])[NH:8][C:7]([S:11][CH3:15])=[N:6][C:5]1=[O:12], predict the reactants needed to synthesize it. The reactants are: [OH:1][CH2:2][CH2:3][CH:4]1[C:9](=[O:10])[NH:8][C:7](=[S:11])[NH:6][C:5]1=[O:12].[Na].I[CH3:15]. (4) The reactants are: [NH2:1][C@@H:2]([CH2:6][C:7]1[CH:12]=[CH:11][C:10]([C:13]2[S:17](=[O:19])(=[O:18])[N:16]([C:20]([CH3:23])([CH3:22])[CH3:21])[C:15](=[O:24])[CH:14]=2)=[CH:9][CH:8]=1)[C:3]([NH2:5])=[O:4].C(N(CC)C(C)C)(C)C.[C:34](=O)([O:43][CH2:44][CH:45]1[C:57]2[CH:56]=[CH:55][CH:54]=[CH:53][C:52]=2[C:51]2[C:46]1=[CH:47][CH:48]=[CH:49][CH:50]=2)[O:35]N1C(=O)CCC1=O. Given the product [CH:56]1[C:57]2[CH:45]([CH2:44][O:43][C:34](=[O:35])[NH:1][CH:2]([C:3](=[O:4])[NH2:5])[CH2:6][C:7]3[CH:8]=[CH:9][C:10]([C:13]4[S:17](=[O:19])(=[O:18])[N:16]([C:20]([CH3:21])([CH3:23])[CH3:22])[C:15](=[O:24])[CH:14]=4)=[CH:11][CH:12]=3)[C:46]3[C:51](=[CH:50][CH:49]=[CH:48][CH:47]=3)[C:52]=2[CH:53]=[CH:54][CH:55]=1, predict the reactants needed to synthesize it. (5) Given the product [C:3]([C@@H:5]([NH:18][C:19](=[O:36])[O:20][CH2:21][CH2:22][N:23]1[CH2:28][CH2:27][N:26]([C:29]([O:31][C:32]([CH3:35])([CH3:34])[CH3:33])=[O:30])[CH2:25][CH2:24]1)[CH2:6][C:7]1[CH:12]=[CH:11][C:10]([O:13][C:14]([CH3:15])([CH3:16])[CH3:17])=[CH:9][CH:8]=1)([OH:4])=[O:2], predict the reactants needed to synthesize it. The reactants are: C[O:2][C:3]([C@@H:5]([NH:18][C:19](=[O:36])[O:20][CH2:21][CH2:22][N:23]1[CH2:28][CH2:27][N:26]([C:29]([O:31][C:32]([CH3:35])([CH3:34])[CH3:33])=[O:30])[CH2:25][CH2:24]1)[CH2:6][C:7]1[CH:12]=[CH:11][C:10]([O:13][C:14]([CH3:17])([CH3:16])[CH3:15])=[CH:9][CH:8]=1)=[O:4].O[Li].O. (6) The reactants are: BrN1[C:6](=O)[CH2:5][CH2:4][C:3]1=[O:8].[CH3:9][O:10][C:11](=[O:20])[C:12]1[CH:17]=C(C)C=C[C:13]=1[F:19]. Given the product [CH3:9][O:10][C:11](=[O:20])[C:12]1[CH:17]=[C:4]([CH:3]=[O:8])[CH:5]=[CH:6][C:13]=1[F:19], predict the reactants needed to synthesize it. (7) Given the product [CH3:1][O:2][C:3]1[CH:4]=[C:5]([NH:11][C:12](=[O:24])[CH2:13][C:14]([OH:16])=[O:15])[CH:6]=[CH:7][C:8]=1[O:9][CH3:10], predict the reactants needed to synthesize it. The reactants are: [CH3:1][O:2][C:3]1[CH:4]=[C:5]([NH:11][C:12](=[O:24])[CH2:13][C:14]([O:16]CC2C=CC=CC=2)=[O:15])[CH:6]=[CH:7][C:8]=1[O:9][CH3:10]. (8) Given the product [CH3:28][O:27][C:25]([N:16]1[CH2:17][C@@H:18]([C:19]2[CH:24]=[CH:23][CH:22]=[CH:21][CH:20]=2)[N:14]([CH:11]2[CH2:12][CH2:13][NH:8][CH2:9][CH2:10]2)[C:15]1=[O:29])=[O:26], predict the reactants needed to synthesize it. The reactants are: C(OC([N:8]1[CH2:13][CH2:12][CH:11]([N:14]2[C@H:18]([C:19]3[CH:24]=[CH:23][CH:22]=[CH:21][CH:20]=3)[CH2:17][N:16]([C:25]([O:27][CH3:28])=[O:26])[C:15]2=[O:29])[CH2:10][CH2:9]1)=O)(C)(C)C.C(O)(C(F)(F)F)=O.